This data is from Full USPTO retrosynthesis dataset with 1.9M reactions from patents (1976-2016). The task is: Predict the reactants needed to synthesize the given product. (1) Given the product [CH3:38][C:16]1[O:17][C:18]([C:20]2[CH2:24][C:23]([C:29]3[CH:34]=[C:33]([Cl:35])[C:32]([Cl:36])=[C:31]([Cl:37])[CH:30]=3)([C:25]([F:27])([F:26])[F:28])[O:22][N:21]=2)=[CH:19][C:15]=1[CH2:13][OH:12], predict the reactants needed to synthesize it. The reactants are: [H-].C([Al+]CC(C)C)C(C)C.C[O:12][C:13]([C:15]1[CH:19]=[C:18]([C:20]2[CH2:24][C:23]([C:29]3[CH:34]=[C:33]([Cl:35])[C:32]([Cl:36])=[C:31]([Cl:37])[CH:30]=3)([C:25]([F:28])([F:27])[F:26])[O:22][N:21]=2)[O:17][C:16]=1[CH3:38])=O. (2) Given the product [S:8]1[C:3]2[CH:4]=[CH:5][CH:6]=[CH:7][C:2]=2[NH:1][CH:19]=[C:18]1[C:17]([O:21][CH2:22][CH3:23])=[O:20], predict the reactants needed to synthesize it. The reactants are: [NH2:1][C:2]1[CH:7]=[CH:6][CH:5]=[CH:4][C:3]=1[S:8]SNC1C=CC=CC=1.[C:17]([O:21][CH2:22][CH3:23])(=[O:20])[C:18]#[CH:19]. (3) Given the product [OH:1][C:2]1[CH:3]=[CH:4][C:5]2[N:6]([CH:8]=[C:9]([C:11]([O:13][CH3:14])=[O:12])[CH:10]=2)[N:7]=1, predict the reactants needed to synthesize it. The reactants are: [OH:1][C:2]1[CH:3]=[CH:4][C:5]2[N:6]([CH:8]=[C:9]([C:11]([OH:13])=[O:12])[CH:10]=2)[N:7]=1.[CH3:14]O. (4) Given the product [CH3:14][N:15]1[CH2:20][CH2:19][N:18]([S:10]([C:6]2[CH:7]=[CH:8][CH:9]=[C:4]([N+:1]([O-:3])=[O:2])[CH:5]=2)(=[O:12])=[O:11])[CH2:17][CH2:16]1, predict the reactants needed to synthesize it. The reactants are: [N+:1]([C:4]1[CH:5]=[C:6]([S:10](Cl)(=[O:12])=[O:11])[CH:7]=[CH:8][CH:9]=1)([O-:3])=[O:2].[CH3:14][N:15]1[CH2:20][CH2:19][NH:18][CH2:17][CH2:16]1.C(N(CC)CC)C. (5) Given the product [CH2:1]([O:8][C:9]1[CH:14]=[CH:13][N:12]([C:15]2[CH:16]=[CH:17][C:18]3[C:19]4[CH2:28][N:27]([CH2:31][C:32](=[O:33])[N:34]5[CH2:38][CH2:37][CH2:36][CH2:35]5)[CH2:26][CH2:25][C:20]=4[N:21]([CH3:24])[C:22]=3[CH:23]=2)[C:11](=[O:29])[CH:10]=1)[C:2]1[CH:3]=[CH:4][CH:5]=[CH:6][CH:7]=1, predict the reactants needed to synthesize it. The reactants are: [CH2:1]([O:8][C:9]1[CH:14]=[CH:13][N:12]([C:15]2[CH:16]=[CH:17][C:18]3[C:19]4[CH2:28][NH:27][CH2:26][CH2:25][C:20]=4[N:21]([CH3:24])[C:22]=3[CH:23]=2)[C:11](=[O:29])[CH:10]=1)[C:2]1[CH:7]=[CH:6][CH:5]=[CH:4][CH:3]=1.Cl[CH2:31][C:32]([N:34]1[CH2:38][CH2:37][CH2:36][CH2:35]1)=[O:33].C([O-])([O-])=O.[K+].[K+]. (6) Given the product [NH:19]1[C:20]2[C:16](=[CH:15][CH:14]=[C:13]([NH:12][C:2]3[N:10]=[C:9]([CH3:11])[CH:8]=[CH:7][C:3]=3[C:4]([OH:6])=[O:5])[CH:21]=2)[CH:17]=[N:18]1, predict the reactants needed to synthesize it. The reactants are: Cl[C:2]1[N:10]=[C:9]([CH3:11])[CH:8]=[CH:7][C:3]=1[C:4]([OH:6])=[O:5].[NH2:12][C:13]1[CH:21]=[C:20]2[C:16]([CH:17]=[N:18][NH:19]2)=[CH:15][CH:14]=1.N1C=CC=CC=1.O. (7) Given the product [CH3:12][O:13][CH:14]([O:17][CH3:18])[CH2:15][O:8][CH2:1][C:2]1[CH:7]=[CH:6][CH:5]=[CH:4][CH:3]=1, predict the reactants needed to synthesize it. The reactants are: [CH2:1]([OH:8])[C:2]1[CH:7]=[CH:6][CH:5]=[CH:4][CH:3]=1.C[O-].[Na+].[CH3:12][O:13][CH:14]([O:17][CH3:18])[CH2:15]Cl.